From a dataset of Full USPTO retrosynthesis dataset with 1.9M reactions from patents (1976-2016). Predict the reactants needed to synthesize the given product. (1) Given the product [C:21]([Si:18]([CH3:20])([CH3:19])[O:17][C:16]1[C:10]2[O:9][C:8]([CH:5]3[CH2:6][CH2:7][O:3][CH2:4]3)=[CH:12][C:11]=2[CH:13]=[CH:14][CH:15]=1)([CH3:24])([CH3:23])[CH3:22], predict the reactants needed to synthesize it. The reactants are: [H-].[Na+].[O:3]1[CH2:7][CH2:6][CH:5]([C:8]2[O:9][C:10]3[C:16]([OH:17])=[CH:15][CH:14]=[CH:13][C:11]=3[CH:12]=2)[CH2:4]1.[Si:18](Cl)([C:21]([CH3:24])([CH3:23])[CH3:22])([CH3:20])[CH3:19]. (2) Given the product [Cl:1][C:2]1[CH:7]=[CH:6][C:5]([CH:8]([C:26]2[CH:27]=[CH:28][C:29]([Cl:32])=[CH:30][CH:31]=2)[C:9]2[CH:10]=[C:11]3[C:16](=[CH:17][CH:18]=2)[N:15]=[N:14][CH:13]=[C:12]3[NH:19][CH:20]2[CH2:21][CH2:22][N:23]([CH2:33][C:35]3[S:39][C:38]([C:40]([OH:42])=[O:41])=[CH:37][CH:36]=3)[CH2:24][CH2:25]2)=[CH:4][CH:3]=1, predict the reactants needed to synthesize it. The reactants are: [Cl:1][C:2]1[CH:7]=[CH:6][C:5]([CH:8]([C:26]2[CH:31]=[CH:30][C:29]([Cl:32])=[CH:28][CH:27]=2)[C:9]2[CH:10]=[C:11]3[C:16](=[CH:17][CH:18]=2)[N:15]=[N:14][CH:13]=[C:12]3[NH:19][CH:20]2[CH2:25][CH2:24][NH:23][CH2:22][CH2:21]2)=[CH:4][CH:3]=1.[CH:33]([C:35]1[S:39][C:38]([C:40]([OH:42])=[O:41])=[CH:37][CH:36]=1)=O.[BH3-]C#N.[Na+].CC(O)=O. (3) Given the product [CH3:32][S:33]([O:14][CH:13]([C:15]1[CH:20]=[CH:19][C:18]([N+:21]([O-:23])=[O:22])=[CH:17][CH:16]=1)[CH2:12][CH2:11][CH:10]([O:24][S:33]([CH3:32])(=[O:35])=[O:34])[C:7]1[CH:8]=[CH:9][C:4]([N+:1]([O-:3])=[O:2])=[CH:5][CH:6]=1)(=[O:35])=[O:34], predict the reactants needed to synthesize it. The reactants are: [N+:1]([C:4]1[CH:9]=[CH:8][C:7]([CH:10]([OH:24])[CH2:11][CH2:12][CH:13]([C:15]2[CH:20]=[CH:19][C:18]([N+:21]([O-:23])=[O:22])=[CH:17][CH:16]=2)[OH:14])=[CH:6][CH:5]=1)([O-:3])=[O:2].C(N(CC)CC)C.[CH3:32][S:33](Cl)(=[O:35])=[O:34].[NH4+].[Cl-]. (4) Given the product [Si:7]([O:14][CH2:15][C@@H:16]([OH:24])[CH2:17][C:18]#[CH:19])([C:10]([CH3:13])([CH3:12])[CH3:11])([CH3:9])[CH3:8], predict the reactants needed to synthesize it. The reactants are: C(=O)([O-])[O-].[K+].[K+].[Si:7]([O:14][CH2:15][C@@H:16]([OH:24])[CH2:17][C:18]#[C:19][Si](C)(C)C)([C:10]([CH3:13])([CH3:12])[CH3:11])([CH3:9])[CH3:8].